Dataset: Full USPTO retrosynthesis dataset with 1.9M reactions from patents (1976-2016). Task: Predict the reactants needed to synthesize the given product. Given the product [NH2:14][C:10]1([C:11]([OH:19])=[O:16])[CH2:17][CH2:18][C@H:8]([C:5]2[CH:6]=[CH:7][C:2]([Br:1])=[CH:3][CH:4]=2)[CH2:9]1, predict the reactants needed to synthesize it. The reactants are: [Br:1][C:2]1[CH:7]=[CH:6][C:5]([C@H:8]2[CH2:18][CH2:17][C:10]3([NH:14]C(=O)N[C:11]3=[O:16])[CH2:9]2)=[CH:4][CH:3]=1.[OH-:19].[Na+].Cl.